This data is from Reaction yield outcomes from USPTO patents with 853,638 reactions. The task is: Predict the reaction yield, written as a fraction of the theoretical maximum amount of product (1.0 means a 100% yield; for example, 0.34 means a 34% yield). (1) The reactants are [F:1][C:2]1[CH:7]=[C:6]([C:8]2[CH:9]=[C:10]3[C:16]([C:17]4[C:18]([CH3:30])=[N:19][N:20]([CH2:22][C:23]5[CH:28]=[CH:27][CH:26]=[C:25]([F:29])[CH:24]=5)[CH:21]=4)=[CH:15][N:14]([S:31]([C:34]4[CH:40]=[CH:39][C:37]([CH3:38])=[CH:36][CH:35]=4)(=[O:33])=[O:32])[C:11]3=[N:12][CH:13]=2)[CH:5]=[CH:4][C:3]=1[C:41]1[CH2:46][CH2:45][N:44]([C:47]([O:49][C:50]([CH3:53])([CH3:52])[CH3:51])=[O:48])[CH2:43][CH:42]=1. The catalyst is [N+](C1C=C(C=CC=1)CN1C=C(B2OC(C)(C)C(C)(C)O2)C=N1)([O-])=O.[OH-].[Pd+2].[OH-]. The product is [F:1][C:2]1[CH:7]=[C:6]([C:8]2[CH:9]=[C:10]3[C:16]([C:17]4[C:18]([CH3:30])=[N:19][N:20]([CH2:22][C:23]5[CH:28]=[CH:27][CH:26]=[C:25]([F:29])[CH:24]=5)[CH:21]=4)=[CH:15][N:14]([S:31]([C:34]4[CH:40]=[CH:39][C:37]([CH3:38])=[CH:36][CH:35]=4)(=[O:32])=[O:33])[C:11]3=[N:12][CH:13]=2)[CH:5]=[CH:4][C:3]=1[CH:41]1[CH2:42][CH2:43][N:44]([C:47]([O:49][C:50]([CH3:53])([CH3:52])[CH3:51])=[O:48])[CH2:45][CH2:46]1. The yield is 0.800. (2) The reactants are [OH:1][C:2]1[CH:9]=[C:8]([F:10])[CH:7]=[CH:6][C:3]=1[CH:4]=O.C1(P(=[CH:30][C:31]([O:33][CH3:34])=[O:32])(C2C=CC=CC=2)C2C=CC=CC=2)C=CC=CC=1. No catalyst specified. The product is [CH3:34][O:33][C:31](=[O:32])[CH:30]=[CH:4][C:3]1[CH:6]=[CH:7][C:8]([F:10])=[CH:9][C:2]=1[OH:1]. The yield is 0.850. (3) The yield is 0.900. The catalyst is C1(C)C=CC=CC=1. The reactants are [CH3:1][O:2][C:3]1[CH:4]=[C:5]2[C:10](=[CH:11][C:12]=1[O:13][CH3:14])[N:9]=[CH:8][N:7]=[C:6]2[O:15][C:16]1[CH:22]=[CH:21][C:19]([NH2:20])=[CH:18][CH:17]=1.C(O)C.[CH3:26][C:27]1[CH:32]=[CH:31][CH:30]=[CH:29][C:28]=1[C:33]([N:35]=[C:36]=[S:37])=[O:34]. The product is [CH3:1][O:2][C:3]1[CH:4]=[C:5]2[C:10](=[CH:11][C:12]=1[O:13][CH3:14])[N:9]=[CH:8][N:7]=[C:6]2[O:15][C:16]1[CH:22]=[CH:21][C:19]([NH:20][C:36]([NH:35][C:33](=[O:34])[C:28]2[CH:29]=[CH:30][CH:31]=[CH:32][C:27]=2[CH3:26])=[S:37])=[CH:18][CH:17]=1.